This data is from Catalyst prediction with 721,799 reactions and 888 catalyst types from USPTO. The task is: Predict which catalyst facilitates the given reaction. (1) Reactant: O1[C:5]2([CH2:10][CH2:9][CH:8]([N:11]3[CH2:16][CH2:15][C:14]4([C:25]5[C:20](=[CH:21][CH:22]=[CH:23][CH:24]=5)[CH2:19][N:18]([C:26](=[O:28])[CH3:27])[CH2:17]4)[CH2:13][CH2:12]3)[CH2:7][CH2:6]2)[O:4]CC1.[OH-].[K+]. Product: [C:26]([N:18]1[CH2:17][C:14]2([CH2:13][CH2:12][N:11]([CH:8]3[CH2:9][CH2:10][C:5](=[O:4])[CH2:6][CH2:7]3)[CH2:16][CH2:15]2)[C:25]2[C:20](=[CH:21][CH:22]=[CH:23][CH:24]=2)[CH2:19]1)(=[O:28])[CH3:27]. The catalyst class is: 313. (2) Reactant: ClC(Cl)(O[C:5](=[O:11])OC(Cl)(Cl)Cl)Cl.[CH2:13]([N:15]1[C:19]2[N:20]=[C:21]([C:31]3[CH:37]=[CH:36][C:34]([NH2:35])=[CH:33][CH:32]=3)[N:22]=[C:23]([N:24]3[CH2:29][CH2:28][O:27][CH2:26][C@@H:25]3[CH3:30])[C:18]=2[N:17]=[N:16]1)[CH3:14].[N:38]1[CH:43]=[CH:42][CH:41]=[C:40]([NH2:44])[CH:39]=1.CCN(CC)CC. Product: [CH2:13]([N:15]1[C:19]2[N:20]=[C:21]([C:31]3[CH:37]=[CH:36][C:34]([NH:35][C:5]([NH:44][C:40]4[CH:39]=[N:38][CH:43]=[CH:42][CH:41]=4)=[O:11])=[CH:33][CH:32]=3)[N:22]=[C:23]([N:24]3[CH2:29][CH2:28][O:27][CH2:26][C@@H:25]3[CH3:30])[C:18]=2[N:17]=[N:16]1)[CH3:14]. The catalyst class is: 2. (3) Reactant: [N:1]1[CH:6]=[CH:5][CH:4]=[C:3](/[C:7](/[CH3:14])=[CH:8]/[C:9]([O:11][CH2:12][CH3:13])=[O:10])[CH:2]=1. Product: [N:1]1[CH:6]=[CH:5][CH:4]=[C:3]([CH:7]([CH3:14])[CH2:8][C:9]([O:11][CH2:12][CH3:13])=[O:10])[CH:2]=1. The catalyst class is: 256. (4) Reactant: [OH:1][CH2:2][C:3]([C:5]1[CH:10]=[CH:9][CH:8]=[CH:7][CH:6]=1)=[O:4].[H-].[Li+].[CH2:13](Cl)[O:14][CH3:15].[NH4+].[Cl-]. Product: [CH3:13][O:14][CH2:15][O:1][CH2:2][C:3]([C:5]1[CH:10]=[CH:9][CH:8]=[CH:7][CH:6]=1)=[O:4]. The catalyst class is: 3.